Dataset: Peptide-MHC class I binding affinity with 185,985 pairs from IEDB/IMGT. Task: Regression. Given a peptide amino acid sequence and an MHC pseudo amino acid sequence, predict their binding affinity value. This is MHC class I binding data. (1) The peptide sequence is GVNNLEHGL. The MHC is HLA-A11:01 with pseudo-sequence HLA-A11:01. The binding affinity (normalized) is 0. (2) The peptide sequence is HPKLRPILL. The MHC is HLA-A02:16 with pseudo-sequence HLA-A02:16. The binding affinity (normalized) is 0.0847. (3) The peptide sequence is YTAVVPLVV. The MHC is HLA-B46:01 with pseudo-sequence HLA-B46:01. The binding affinity (normalized) is 0.250. (4) The peptide sequence is YTPSKLIEY. The MHC is HLA-A01:01 with pseudo-sequence HLA-A01:01. The binding affinity (normalized) is 0.584. (5) The peptide sequence is GSENLKSWY. The MHC is Mamu-A02 with pseudo-sequence Mamu-A02. The binding affinity (normalized) is 1.00. (6) The peptide sequence is STFATVLEY. The MHC is HLA-A01:01 with pseudo-sequence HLA-A01:01. The binding affinity (normalized) is 0.706. (7) The peptide sequence is HHIWQNLL. The MHC is HLA-A26:01 with pseudo-sequence HLA-A26:01. The binding affinity (normalized) is 0.0983.